Task: Predict the product of the given reaction.. Dataset: Forward reaction prediction with 1.9M reactions from USPTO patents (1976-2016) Given the reactants [Cl:1][C:2]1[N:7]=[C:6](Cl)[C:5]([C:9]([F:12])([F:11])[F:10])=[CH:4][N:3]=1.[CH2:13]([N:15](CC)CC)C.CN, predict the reaction product. The product is: [Cl:1][C:2]1[N:7]=[C:6]([NH:15][CH3:13])[C:5]([C:9]([F:12])([F:11])[F:10])=[CH:4][N:3]=1.